This data is from Reaction yield outcomes from USPTO patents with 853,638 reactions. The task is: Predict the reaction yield, written as a fraction of the theoretical maximum amount of product (1.0 means a 100% yield; for example, 0.34 means a 34% yield). (1) The reactants are Cl.Cl.[NH2:3][CH2:4][CH2:5][N:6]1[CH2:11][CH2:10][C:9](=[C:12]2[C:18]3[CH:19]=[CH:20][CH:21]=[CH:22][C:17]=3[CH:16]=[CH:15][C:14]3[CH:23]=[CH:24][CH:25]=[CH:26][C:13]2=3)[CH2:8][CH2:7]1.[C:27]([O:31][C:32]([N:34]1[CH2:42][CH2:41][CH:37]([C:38](O)=[O:39])[CH2:36][CH2:35]1)=[O:33])([CH3:30])([CH3:29])[CH3:28].C(N(CC)CC)C.Cl.C(N=C=NCCCN(C)C)C. No catalyst specified. The product is [C:27]([O:31][C:32]([N:34]1[CH2:42][CH2:41][CH:37]([C:38]([NH:3][CH2:4][CH2:5][N:6]2[CH2:11][CH2:10][C:9](=[C:12]3[C:18]4[CH:19]=[CH:20][CH:21]=[CH:22][C:17]=4[CH:16]=[CH:15][C:14]4[CH:23]=[CH:24][CH:25]=[CH:26][C:13]3=4)[CH2:8][CH2:7]2)=[O:39])[CH2:36][CH2:35]1)=[O:33])([CH3:30])([CH3:28])[CH3:29]. The yield is 0.630. (2) The reactants are [Br:1][C:2]1[C:14]2[C:13]3[C:8](=[CH:9][C:10]([NH:15][C:16](=[O:23])[C:17]([CH3:22])([CH3:21])[CH2:18][CH2:19]O)=[CH:11][CH:12]=3)[NH:7][C:6]=2[C:5]([C:24]([NH2:26])=[O:25])=[CH:4][CH:3]=1.N(C(OCC)=O)=NC(OCC)=O.C1(P(C2C=CC=CC=2)C2C=CC=CC=2)C=CC=CC=1. The catalyst is C1COCC1.C(Cl)Cl. The product is [Br:1][C:2]1[C:14]2[C:13]3[C:8](=[CH:9][C:10]([N:15]4[CH2:19][CH2:18][C:17]([CH3:22])([CH3:21])[C:16]4=[O:23])=[CH:11][CH:12]=3)[NH:7][C:6]=2[C:5]([C:24]([NH2:26])=[O:25])=[CH:4][CH:3]=1. The yield is 0.520. (3) The reactants are C1C=C(Cl)C=C(C(OO)=[O:9])C=1.[N+:12]([C:15]1[C:16]([N:24]2[CH2:29][CH2:28][CH2:27][C@H:26]([NH:30][C:31](=[O:37])[O:32][C:33]([CH3:36])([CH3:35])[CH3:34])[CH2:25]2)=[C:17]2[CH2:23][CH2:22][CH2:21][C:18]2=[N:19][CH:20]=1)([O-:14])=[O:13].[O-]S([O-])(=S)=O.[Na+].[Na+].[OH-].[Na+]. The catalyst is C(Cl)Cl. The product is [N+:12]([C:15]1[C:16]([N:24]2[CH2:29][CH2:28][CH2:27][C@H:26]([NH:30][C:31](=[O:37])[O:32][C:33]([CH3:34])([CH3:36])[CH3:35])[CH2:25]2)=[C:17]2[CH2:23][CH2:22][CH2:21][C:18]2=[N+:19]([O-:9])[CH:20]=1)([O-:14])=[O:13]. The yield is 0.880. (4) The reactants are Br[C:2]1[CH:3]=[N:4][C:5]([C:8]2[O:16][C:11]3=[CH:12][N:13]=[CH:14][CH:15]=[C:10]3[C:9]=2[O:17][Si](C(C)(C)C)(C2C=CC=CC=2)C2C=CC=CC=2)=[N:6][CH:7]=1.[CH3:35][N:36]1[CH2:41][CH2:40][NH:39][CH2:38][CH2:37]1.CC(C1C=C(C(C)C)C(C2C=CC=CC=2P(C2CCCCC2)C2CCCCC2)=C(C(C)C)C=1)C.CC([O-])(C)C.[Na+]. The catalyst is C1(C)C=CC=CC=1.C1C=CC(/C=C/C(/C=C/C2C=CC=CC=2)=O)=CC=1.C1C=CC(/C=C/C(/C=C/C2C=CC=CC=2)=O)=CC=1.C1C=CC(/C=C/C(/C=C/C2C=CC=CC=2)=O)=CC=1.[Pd].[Pd]. The product is [CH3:35][N:36]1[CH2:41][CH2:40][N:39]([C:2]2[CH:7]=[N:6][C:5]([C:8]3[O:16][C:11]4=[CH:12][N:13]=[CH:14][CH:15]=[C:10]4[C:9]=3[OH:17])=[N:4][CH:3]=2)[CH2:38][CH2:37]1. The yield is 0.750. (5) The reactants are Br[C:2]1[CH:3]=[CH:4][C:5]2[N:9]=[C:8]([C@@H:10]3[CH2:14][CH2:13][CH2:12][N:11]3[C:15]([O:17][C:18]([CH3:21])([CH3:20])[CH3:19])=[O:16])[N:7]([CH2:22][O:23][CH2:24][CH2:25][Si:26]([CH3:29])([CH3:28])[CH3:27])[C:6]=2[CH:30]=1.[B:31]1([B:31]2[O:35][C:34]([CH3:37])([CH3:36])[C:33]([CH3:39])([CH3:38])[O:32]2)[O:35][C:34]([CH3:37])([CH3:36])[C:33]([CH3:39])([CH3:38])[O:32]1.C([O-])(=O)C.[K+]. The catalyst is O1CCOCC1. The product is [CH3:38][C:33]1([CH3:39])[C:34]([CH3:37])([CH3:36])[O:35][B:31]([C:2]2[CH:3]=[CH:4][C:5]3[N:9]=[C:8]([C@@H:10]4[CH2:14][CH2:13][CH2:12][N:11]4[C:15]([O:17][C:18]([CH3:21])([CH3:20])[CH3:19])=[O:16])[N:7]([CH2:22][O:23][CH2:24][CH2:25][Si:26]([CH3:29])([CH3:28])[CH3:27])[C:6]=3[CH:30]=2)[O:32]1. The yield is 0.810. (6) The catalyst is O1CCOCC1.O. The yield is 0.630. The product is [CH3:1][O:2][C:3]1[CH:8]=[CH:7][C:6]([N:9]2[C:13]([C:14]([O:16][CH3:17])=[O:15])=[CH:12][C:11]([C:18]([OH:20])=[O:19])=[N:10]2)=[CH:5][CH:4]=1. The reactants are [CH3:1][O:2][C:3]1[CH:8]=[CH:7][C:6]([N:9]2[C:13]([C:14]([O:16][CH3:17])=[O:15])=[CH:12][C:11]([C:18]([O:20]C)=[O:19])=[N:10]2)=[CH:5][CH:4]=1.S(=O)(=O)(O)O.C(=O)([O-])[O-].[K+].[K+]. (7) The reactants are [CH3:1][N:2]1[C:10]([CH:11]=O)=[N:9][C:8]2[C:3]1=[N:4][C:5]([N:19]1[C:23]3[CH:24]=[CH:25][CH:26]=[CH:27][C:22]=3[N:21]=[C:20]1[CH3:28])=[N:6][C:7]=2[N:13]1[CH2:18][CH2:17][O:16][CH2:15][CH2:14]1.[NH:29]1[CH2:32][CH:31]([C:33]([N:35]2[CH2:39][CH2:38][CH2:37][CH2:36]2)=[O:34])[CH2:30]1.C(O[BH-](OC(=O)C)OC(=O)C)(=O)C.[Na+]. The catalyst is ClCCCl. The product is [CH3:1][N:2]1[C:10]([CH2:11][N:29]2[CH2:30][CH:31]([C:33]([N:35]3[CH2:36][CH2:37][CH2:38][CH2:39]3)=[O:34])[CH2:32]2)=[N:9][C:8]2[C:3]1=[N:4][C:5]([N:19]1[C:23]3[CH:24]=[CH:25][CH:26]=[CH:27][C:22]=3[N:21]=[C:20]1[CH3:28])=[N:6][C:7]=2[N:13]1[CH2:14][CH2:15][O:16][CH2:17][CH2:18]1. The yield is 0.370.